This data is from hERG Central: cardiac toxicity at 1µM, 10µM, and general inhibition. The task is: Predict hERG channel inhibition at various concentrations. (1) The molecule is O=C1C=C(NCc2ccc(Cl)cc2)CC(c2ccco2)C1. Results: hERG_inhib (hERG inhibition (general)): blocker. (2) The compound is COc1cc(CN2CCCC(C(=O)N3CCc4ccccc4C3)C2)cc(OC)c1OC. Results: hERG_inhib (hERG inhibition (general)): blocker.